From a dataset of Peptide-MHC class I binding affinity with 185,985 pairs from IEDB/IMGT. Regression. Given a peptide amino acid sequence and an MHC pseudo amino acid sequence, predict their binding affinity value. This is MHC class I binding data. (1) The peptide sequence is VGPSNSPIF. The MHC is H-2-Ld with pseudo-sequence H-2-Ld. The binding affinity (normalized) is 0.361. (2) The binding affinity (normalized) is 0.448. The MHC is HLA-B27:05 with pseudo-sequence HLA-B27:05. The peptide sequence is RRAIRGEQQ. (3) The MHC is HLA-A31:01 with pseudo-sequence HLA-A31:01. The peptide sequence is TNFESFTVK. The binding affinity (normalized) is 0.482. (4) The peptide sequence is IMVASDVCK. The MHC is HLA-A11:01 with pseudo-sequence HLA-A11:01. The binding affinity (normalized) is 0.454.